This data is from NCI-60 drug combinations with 297,098 pairs across 59 cell lines. The task is: Regression. Given two drug SMILES strings and cell line genomic features, predict the synergy score measuring deviation from expected non-interaction effect. (1) Drug 1: C1CC(=O)NC(=O)C1N2CC3=C(C2=O)C=CC=C3N. Drug 2: C1=NC2=C(N1)C(=S)N=CN2. Cell line: MDA-MB-231. Synergy scores: CSS=1.03, Synergy_ZIP=-14.3, Synergy_Bliss=-27.2, Synergy_Loewe=-32.3, Synergy_HSA=-26.1. (2) Drug 1: C1=NC(=NC(=O)N1C2C(C(C(O2)CO)O)O)N. Drug 2: COCCOC1=C(C=C2C(=C1)C(=NC=N2)NC3=CC=CC(=C3)C#C)OCCOC.Cl. Cell line: MDA-MB-435. Synergy scores: CSS=24.4, Synergy_ZIP=2.55, Synergy_Bliss=2.17, Synergy_Loewe=-8.65, Synergy_HSA=-0.0958. (3) Drug 1: C1CCC(C1)C(CC#N)N2C=C(C=N2)C3=C4C=CNC4=NC=N3. Drug 2: CC12CCC3C(C1CCC2O)C(CC4=C3C=CC(=C4)O)CCCCCCCCCS(=O)CCCC(C(F)(F)F)(F)F. Cell line: HOP-92. Synergy scores: CSS=10.3, Synergy_ZIP=-3.35, Synergy_Bliss=-2.18, Synergy_Loewe=-0.218, Synergy_HSA=-0.196. (4) Drug 1: CCCCCOC(=O)NC1=NC(=O)N(C=C1F)C2C(C(C(O2)C)O)O. Cell line: MDA-MB-231. Drug 2: N.N.Cl[Pt+2]Cl. Synergy scores: CSS=15.3, Synergy_ZIP=-6.37, Synergy_Bliss=1.78, Synergy_Loewe=-7.49, Synergy_HSA=2.09. (5) Drug 1: C1=CC(=C2C(=C1NCCNCCO)C(=O)C3=C(C=CC(=C3C2=O)O)O)NCCNCCO. Drug 2: CN1C(=O)N2C=NC(=C2N=N1)C(=O)N. Cell line: NCI-H226. Synergy scores: CSS=46.1, Synergy_ZIP=11.5, Synergy_Bliss=12.4, Synergy_Loewe=-26.0, Synergy_HSA=11.4. (6) Drug 1: CN1C2=C(C=C(C=C2)N(CCCl)CCCl)N=C1CCCC(=O)O.Cl. Drug 2: CS(=O)(=O)OCCCCOS(=O)(=O)C. Cell line: 786-0. Synergy scores: CSS=4.03, Synergy_ZIP=-1.03, Synergy_Bliss=0.914, Synergy_Loewe=-3.15, Synergy_HSA=-0.923. (7) Drug 1: C1=CC(=CC=C1CCC2=CNC3=C2C(=O)NC(=N3)N)C(=O)NC(CCC(=O)O)C(=O)O. Drug 2: C1=CC(=CC=C1C#N)C(C2=CC=C(C=C2)C#N)N3C=NC=N3. Cell line: EKVX. Synergy scores: CSS=1.42, Synergy_ZIP=-0.152, Synergy_Bliss=0.649, Synergy_Loewe=-1.18, Synergy_HSA=-0.815. (8) Drug 1: COC1=NC(=NC2=C1N=CN2C3C(C(C(O3)CO)O)O)N. Drug 2: CC1=C(C(=CC=C1)Cl)NC(=O)C2=CN=C(S2)NC3=CC(=NC(=N3)C)N4CCN(CC4)CCO. Cell line: SNB-19. Synergy scores: CSS=-3.93, Synergy_ZIP=0.914, Synergy_Bliss=0.739, Synergy_Loewe=-3.86, Synergy_HSA=-3.30.